This data is from Catalyst prediction with 721,799 reactions and 888 catalyst types from USPTO. The task is: Predict which catalyst facilitates the given reaction. (1) Reactant: [CH2:1]([O:3][C:4]([CH:6]1[CH2:15][C:14]2[C:9](=[CH:10][CH:11]=[CH:12][CH:13]=2)[CH2:8][NH:7]1)=[O:5])[CH3:2].[O:16]([C:23]1[CH:24]=[C:25]([CH:29]=[CH:30][CH:31]=1)[C:26](O)=[O:27])[C:17]1[CH:22]=[CH:21][CH:20]=[CH:19][CH:18]=1.Cl.CN(C)CCCN=C=NCC. Product: [CH2:1]([O:3][C:4]([CH:6]1[CH2:15][C:14]2[C:9](=[CH:10][CH:11]=[CH:12][CH:13]=2)[CH2:8][N:7]1[C:26](=[O:27])[C:25]1[CH:29]=[CH:30][CH:31]=[C:23]([O:16][C:17]2[CH:18]=[CH:19][CH:20]=[CH:21][CH:22]=2)[CH:24]=1)=[O:5])[CH3:2]. The catalyst class is: 22. (2) Reactant: Br[C:2]1[N:10]2[C:5]([C:6]([NH2:11])=[N:7][CH:8]=[N:9]2)=[CH:4][CH:3]=1.Cl[Si](C)(C)C.CC([Mg]Cl)C.[O:22]=[C:23]1[CH2:28][CH2:27][CH2:26][N:25]([C:29]([O:31][C:32]([CH3:35])([CH3:34])[CH3:33])=[O:30])[CH2:24]1.[Cl-].[NH4+]. Product: [NH2:11][C:6]1[C:5]2=[CH:4][CH:3]=[C:2]([C:23]3([OH:22])[CH2:28][CH2:27][CH2:26][N:25]([C:29]([O:31][C:32]([CH3:34])([CH3:33])[CH3:35])=[O:30])[CH2:24]3)[N:10]2[N:9]=[CH:8][N:7]=1. The catalyst class is: 7. (3) Reactant: C([O:3][C:4](=[O:33])[CH:5]=[C:6]([CH3:32])[CH:7]=[C:8]([F:31])[CH:9]=[C:10]([C:12]1[CH:17]=[C:16]([C:18]([CH3:21])([CH3:20])[CH3:19])[CH:15]=[C:14]([C:22]([CH3:25])([CH3:24])[CH3:23])[C:13]=1[O:26][CH2:27][CH:28]([F:30])[F:29])[CH3:11])C. Product: [C:22]([C:14]1[C:13]([O:26][CH2:27][CH:28]([F:30])[F:29])=[C:12]([C:10]([CH3:11])=[CH:9][C:8]([F:31])=[CH:7][C:6]([CH3:32])=[CH:5][C:4]([OH:33])=[O:3])[CH:17]=[C:16]([C:18]([CH3:21])([CH3:20])[CH3:19])[CH:15]=1)([CH3:23])([CH3:24])[CH3:25]. The catalyst class is: 273. (4) Reactant: [C:1]1([N:7]2[C:11]([NH:12][C:13](=[O:21])OC3C=CC=CC=3)=[CH:10][C:9]([CH:22]3[CH2:27][CH2:26][O:25][CH2:24][CH2:23]3)=[N:8]2)[CH:6]=[CH:5][CH:4]=[CH:3][CH:2]=1.[Br:28]N1C(=O)CCC1=O.Cl.Cl.[F:38][C:39]1[CH:40]=[C:41]([C@@H:46]2[CH2:50][N:49]([CH2:51][CH2:52][O:53][CH3:54])[CH2:48][C@H:47]2[NH2:55])[CH:42]=[CH:43][C:44]=1[F:45].CCN(C(C)C)C(C)C. Product: [Br:28][C:10]1[C:9]([CH:22]2[CH2:23][CH2:24][O:25][CH2:26][CH2:27]2)=[N:8][N:7]([C:1]2[CH:2]=[CH:3][CH:4]=[CH:5][CH:6]=2)[C:11]=1[NH:12][C:13]([NH:55][C@H:47]1[C@H:46]([C:41]2[CH:42]=[CH:43][C:44]([F:45])=[C:39]([F:38])[CH:40]=2)[CH2:50][N:49]([CH2:51][CH2:52][O:53][CH3:54])[CH2:48]1)=[O:21]. The catalyst class is: 158. (5) Reactant: Cl[C:2]1[C:11]2=[N:12][N:13](CC3C=CC(OC)=CC=3)[CH:14]=[C:10]2[C:9]2[CH:8]=[C:7]([O:24][CH3:25])[CH:6]=[CH:5][C:4]=2[N:3]=1.[NH:26]1[C:30]([C:31]2[CH:37]=[CH:36][C:34]([NH2:35])=[CH:33][CH:32]=2)=[N:29][N:28]=[N:27]1.Cl. Product: [CH3:25][O:24][C:7]1[CH:6]=[CH:5][C:4]2[N:3]=[C:2]([NH:35][C:34]3[CH:36]=[CH:37][C:31]([C:30]4[NH:29][N:28]=[N:27][N:26]=4)=[CH:32][CH:33]=3)[C:11]3[NH:12][N:13]=[CH:14][C:10]=3[C:9]=2[CH:8]=1. The catalyst class is: 71. (6) Reactant: [NH2:1][C:2]1[CH:3]=[C:4]2[CH:10]=[C:9]([C:11](=[O:13])[CH3:12])[NH:8][C:5]2=[N:6][CH:7]=1.[CH:14]([C:16]1[CH:17]=[C:18]([CH:28]=[CH:29][CH:30]=1)[C:19]([NH:21][C:22]1[CH:23]=[N:24][CH:25]=[CH:26][CH:27]=1)=[O:20])=O.[BH3-]C#N.[Na+]. Product: [C:11]([C:9]1[NH:8][C:5]2=[N:6][CH:7]=[C:2]([NH:1][CH2:14][C:16]3[CH:17]=[C:18]([CH:28]=[CH:29][CH:30]=3)[C:19]([NH:21][C:22]3[CH:23]=[N:24][CH:25]=[CH:26][CH:27]=3)=[O:20])[CH:3]=[C:4]2[CH:10]=1)(=[O:13])[CH3:12]. The catalyst class is: 467. (7) Reactant: C[N:2]([CH3:16])/[CH:3]=[CH:4]/[C:5]([C:7]1[CH:8]=[N:9][N:10]2[C:15]=1[CH:14]=[CH:13][CH:12]=[N:11]2)=O.[N:22]1N2[N:22]=[CH:23][CH:24]=[CH:25][C:25]2=[C:24](C(=O)C)[CH:23]=1.C(OC(OC(C)(C)C)[N:35](C)C)(C)(C)C. Product: [CH:23]1([NH:22][C:16]2[N:35]=[C:5]([C:7]3[CH:8]=[N:9][N:10]4[C:15]=3[CH:14]=[CH:13][CH:12]=[N:11]4)[CH:4]=[CH:3][N:2]=2)[CH2:25][CH2:24]1. The catalyst class is: 3.